Dataset: Reaction yield outcomes from USPTO patents with 853,638 reactions. Task: Predict the reaction yield, written as a fraction of the theoretical maximum amount of product (1.0 means a 100% yield; for example, 0.34 means a 34% yield). (1) The reactants are [CH3:1][C:2]1[CH:3]=[C:4]([CH:6]=[CH:7][C:8]=1[C:9]1[N:10]=[C:11]([N:20]2[CH2:25][CH2:24][O:23][CH2:22][C@@H:21]2[CH3:26])[C:12]2[CH2:18][CH2:17][N:16]([CH3:19])[CH2:15][C:13]=2[N:14]=1)[NH2:5].[CH2:27]([N:29]=[C:30]=[O:31])[CH3:28]. No catalyst specified. The product is [CH2:27]([NH:29][C:30]([NH:5][C:4]1[CH:6]=[CH:7][C:8]([C:9]2[N:10]=[C:11]([N:20]3[CH2:25][CH2:24][O:23][CH2:22][C@@H:21]3[CH3:26])[C:12]3[CH2:18][CH2:17][N:16]([CH3:19])[CH2:15][C:13]=3[N:14]=2)=[C:2]([CH3:1])[CH:3]=1)=[O:31])[CH3:28]. The yield is 0.200. (2) The reactants are [N:1]1[CH:6]=[CH:5][CH:4]=[CH:3][C:2]=1[C@@:7]1([CH2:17][CH2:18][NH2:19])[CH2:16][C:11]2([CH2:15][CH2:14][CH2:13][CH2:12]2)[O:10][CH2:9][CH2:8]1.S([O-])([O-])(=O)=O.[Na+].[Na+].[CH3:27][O:28][C:29]1[CH:33]=[CH:32][S:31][C:30]=1[CH:34]=O.[BH4-].[Na+].[ClH:38]. The catalyst is CCOCC.CO.C(Cl)Cl. The product is [ClH:38].[CH3:27][O:28][C:29]1[CH:33]=[CH:32][S:31][C:30]=1[CH2:34][NH:19][CH2:18][CH2:17][C@:7]1([C:2]2[CH:3]=[CH:4][CH:5]=[CH:6][N:1]=2)[CH2:16][C:11]2([CH2:15][CH2:14][CH2:13][CH2:12]2)[O:10][CH2:9][CH2:8]1. The yield is 0.410. (3) The reactants are [Cl:1][C:2]1[C:7]([O:8][CH3:9])=[CH:6][CH:5]=[CH:4][C:3]=1[NH:10][C:11](=[O:15])[CH:12]=NO.B(F)(F)F.CC[O:22]CC. No catalyst specified. The product is [Cl:1][C:2]1[C:7]([O:8][CH3:9])=[CH:6][CH:5]=[C:4]2[C:3]=1[NH:10][C:11](=[O:15])[C:12]2=[O:22]. The yield is 0.630. (4) The reactants are [O:1]1[C:5]2([CH2:10][CH2:9][C:8](=[O:11])[CH2:7][CH2:6]2)[O:4][CH2:3][CH2:2]1.[BH4-].[Na+]. The catalyst is CO. The product is [O:1]1[C:5]2([CH2:10][CH2:9][CH:8]([OH:11])[CH2:7][CH2:6]2)[O:4][CH2:3][CH2:2]1. The yield is 0.620.